Dataset: Reaction yield outcomes from USPTO patents with 853,638 reactions. Task: Predict the reaction yield, written as a fraction of the theoretical maximum amount of product (1.0 means a 100% yield; for example, 0.34 means a 34% yield). (1) The reactants are [CH3:1][C:2]1[C:11]2[C:6](=[CH:7][CH:8]=[CH:9][CH:10]=2)[C:5]([C:12]#[N:13])=[CH:4][CH:3]=1.C1C(=O)N([Br:21])C(=O)C1.CC(N=NC(C#N)(C)C)(C#N)C. The catalyst is C(Cl)(Cl)(Cl)Cl.O. The product is [Br:21][CH2:1][C:2]1[C:11]2[C:6](=[CH:7][CH:8]=[CH:9][CH:10]=2)[C:5]([C:12]#[N:13])=[CH:4][CH:3]=1. The yield is 0.520. (2) The reactants are C1C2C(COC([NH:18][C:19]([CH3:69])([C:21]([NH:23][C@H:24]([C:28]([N:30]([C@@H:32]([C@@H:65]([CH3:68])[CH2:66][CH3:67])[C@H:33]([O:63][CH3:64])[CH2:34][C:35]([N:37]3[CH2:41][CH2:40][CH2:39][C@H:38]3[C@H:42]([O:61][CH3:62])[C@@H:43]([CH3:60])[C:44]([NH:46][C@H:47]([C:55]3[S:56][CH:57]=[CH:58][N:59]=3)[CH2:48][C:49]3[CH:54]=[CH:53][CH:52]=[CH:51][CH:50]=3)=[S:45])=[O:36])[CH3:31])=[O:29])[CH:25]([CH3:27])[CH3:26])=[O:22])[CH3:20])=O)C3C(=CC=CC=3)C=2C=CC=1. The catalyst is ClCCl.C(NCC)C. The product is [CH3:20][C:19]([C:21]([NH:23][C@H:24]([C:28]([N:30]([C@@H:32]([C@@H:65]([CH3:68])[CH2:66][CH3:67])[C@H:33]([O:63][CH3:64])[CH2:34][C:35]([N:37]1[CH2:41][CH2:40][CH2:39][C@H:38]1[C@H:42]([O:61][CH3:62])[C@@H:43]([CH3:60])[C:44]([NH:46][C@H:47]([C:55]1[S:56][CH:57]=[CH:58][N:59]=1)[CH2:48][C:49]1[CH:50]=[CH:51][CH:52]=[CH:53][CH:54]=1)=[S:45])=[O:36])[CH3:31])=[O:29])[CH:25]([CH3:27])[CH3:26])=[O:22])([CH3:69])[NH2:18]. The yield is 0.600.